From a dataset of Catalyst prediction with 721,799 reactions and 888 catalyst types from USPTO. Predict which catalyst facilitates the given reaction. (1) Reactant: [Cl:1][C:2]1[CH:7]=[CH:6][N:5]=[C:4]2[CH:8]=[C:9]([C:11]3[S:12][CH:13]=[C:14]([C:16]([O:18]C)=[O:17])[N:15]=3)[S:10][C:3]=12.[OH-].[Na+].Cl. Product: [Cl:1][C:2]1[CH:7]=[CH:6][N:5]=[C:4]2[CH:8]=[C:9]([C:11]3[S:12][CH:13]=[C:14]([C:16]([OH:18])=[O:17])[N:15]=3)[S:10][C:3]=12. The catalyst class is: 161. (2) Reactant: [CH2:1]([O:3][C:4]([N:6]1[CH2:12][CH2:11][C:10]2[C:13](Br)=[CH:14][S:15][C:9]=2[CH2:8][CH2:7]1)=[O:5])[CH3:2].[Zn](C)[CH3:18]. Product: [CH2:1]([O:3][C:4]([N:6]1[CH2:12][CH2:11][C:10]2[C:13]([CH3:18])=[CH:14][S:15][C:9]=2[CH2:8][CH2:7]1)=[O:5])[CH3:2]. The catalyst class is: 75. (3) Reactant: COC(=O)[C:4]1[CH:9]=[CH:8][C:7](Cl)=[C:6]([S:11][C:12]2[CH:17]=[CH:16][CH:15]=[CH:14][CH:13]=2)[C:5]=1[NH2:18].[CH3:20][Al](C)C.[OH2:24].[ClH:25]. Product: [Cl:25][C:9]1[CH:8]=[CH:7][C:6]2[S:11][C:12]3[CH:13]=[CH:14][CH:15]=[CH:16][C:17]=3[C:20](=[O:24])[NH:18][C:5]=2[CH:4]=1. The catalyst class is: 2. (4) Reactant: C[O:2][C:3](=[O:34])[CH2:4][C:5]1[C:14]([CH3:15])=[C:13]([CH:16]2[CH2:21][CH2:20][N:19]([S:22]([CH2:25][C:26]3[CH:31]=[CH:30][CH:29]=[C:28]([Cl:32])[CH:27]=3)(=[O:24])=[O:23])[CH2:18][CH2:17]2)[C:12]2[C:7](=[CH:8][CH:9]=[C:10]([F:33])[CH:11]=2)[CH:6]=1.O.[OH-].[Li+]. Product: [Cl:32][C:28]1[CH:27]=[C:26]([CH2:25][S:22]([N:19]2[CH2:20][CH2:21][CH:16]([C:13]3[C:12]4[C:7](=[CH:8][CH:9]=[C:10]([F:33])[CH:11]=4)[CH:6]=[C:5]([CH2:4][C:3]([OH:34])=[O:2])[C:14]=3[CH3:15])[CH2:17][CH2:18]2)(=[O:24])=[O:23])[CH:31]=[CH:30][CH:29]=1. The catalyst class is: 20.